This data is from Full USPTO retrosynthesis dataset with 1.9M reactions from patents (1976-2016). The task is: Predict the reactants needed to synthesize the given product. (1) Given the product [CH3:1][N:2]1[C:6]([C:7]([C:8]2[CH:13]=[CH:12][CH:11]=[CH:10][CH:9]=2)=[O:14])=[N:5][CH:4]=[N:3]1, predict the reactants needed to synthesize it. The reactants are: [CH3:1][N:2]1[CH:6]=[N:5][CH:4]=[N:3]1.[C:7](Cl)(=[O:14])[C:8]1[CH:13]=[CH:12][CH:11]=[CH:10][CH:9]=1. (2) Given the product [O:20]1[CH:21]=[CH:22][CH:18]=[C:17]1[C:2]1[N:7]=[C:6]([C:8]#[N:9])[CH:5]=[CH:4][CH:3]=1, predict the reactants needed to synthesize it. The reactants are: Cl[C:2]1[N:7]=[C:6]([C:8]#[N:9])[CH:5]=[CH:4][CH:3]=1.C(=O)([O-])[O-].[K+].[K+].O.[C:17]([O:20][CH2:21][CH3:22])(=O)[CH3:18]. (3) Given the product [C:14]1([C:9]2[CH:8]=[C:4]([C:5]([OH:7])=[O:6])[C:3]([OH:2])=[CH:11][CH:10]=2)[CH:19]=[CH:18][CH:17]=[CH:16][CH:15]=1, predict the reactants needed to synthesize it. The reactants are: Br[O:2][C:3]1[C:4](=[CH:8][CH:9]=[CH:10][CH:11]=1)[C:5]([OH:7])=[O:6].B([O-])([O-])O[C:14]1[CH:19]=[CH:18][CH:17]=[CH:16][CH:15]=1.C(=O)([O-])[O-].[K+].[K+].Cl. (4) Given the product [CH2:1]([O:8][C:9]1[CH:17]=[C:16]([O:18][CH2:19][C:20]2[CH:21]=[CH:22][CH:23]=[CH:24][CH:25]=2)[C:15]([C:26]([CH3:28])=[CH2:27])=[CH:14][C:10]=1[C:11]([N:46]1[CH2:47][C:48]2[C:53](=[CH:52][CH:51]=[C:50]([C:54]3([OH:61])[CH2:59][CH2:58][N:57]([CH3:60])[CH2:56][CH2:55]3)[CH:49]=2)[CH2:45]1)=[O:12])[C:2]1[CH:3]=[CH:4][CH:5]=[CH:6][CH:7]=1, predict the reactants needed to synthesize it. The reactants are: [CH2:1]([O:8][C:9]1[CH:17]=[C:16]([O:18][CH2:19][C:20]2[CH:25]=[CH:24][CH:23]=[CH:22][CH:21]=2)[C:15]([C:26]([CH3:28])=[CH2:27])=[CH:14][C:10]=1[C:11](O)=[O:12])[C:2]1[CH:7]=[CH:6][CH:5]=[CH:4][CH:3]=1.C(Cl)CCl.C1C=NC2N(O)N=NC=2C=1.Cl.Cl.[CH2:45]1[C:53]2[C:48](=[CH:49][C:50]([C:54]3([OH:61])[CH2:59][CH2:58][N:57]([CH3:60])[CH2:56][CH2:55]3)=[CH:51][CH:52]=2)[CH2:47][NH:46]1.C(N(CC)CC)C. (5) Given the product [CH3:3][O:4][C:5]([C:7]1[C:12]([NH2:13])=[N:11][C:10]([O:18][CH3:17])=[CH:9][N:8]=1)=[O:6], predict the reactants needed to synthesize it. The reactants are: [H-].[Na+].[CH3:3][O:4][C:5]([C:7]1[C:12]([NH2:13])=[N:11][C:10](Cl)=[CH:9][N:8]=1)=[O:6].[NH4+].[Cl-].[CH3:17][OH:18]. (6) Given the product [C:1]([NH:5][S:6]([C:9]1[C:10]([C:15]2[CH:20]=[CH:19][CH:18]=[C:17]([NH:21][CH2:32][C:31]3[CH:30]=[N:29][C:28]([CH3:34])=[C:27]4[O:35][C:23]([CH3:36])([CH3:22])[O:24][CH2:25][C:26]=34)[CH:16]=2)=[CH:11][CH:12]=[CH:13][CH:14]=1)(=[O:8])=[O:7])([CH3:4])([CH3:2])[CH3:3], predict the reactants needed to synthesize it. The reactants are: [C:1]([NH:5][S:6]([C:9]1[C:10]([C:15]2[CH:20]=[CH:19][CH:18]=[C:17]([NH2:21])[CH:16]=2)=[CH:11][CH:12]=[CH:13][CH:14]=1)(=[O:8])=[O:7])([CH3:4])([CH3:3])[CH3:2].[CH3:22][C:23]1([CH3:36])[O:35][C:27]2[C:28]([CH3:34])=[N:29][CH:30]=[C:31]([CH:32]=O)[C:26]=2[CH2:25][O:24]1.